This data is from Forward reaction prediction with 1.9M reactions from USPTO patents (1976-2016). The task is: Predict the product of the given reaction. (1) The product is: [Cl:44][C:41]1[CH:42]=[C:43]2[NH:35][C:36](=[O:52])[C:37]3([CH:45]([C:46]4[CH:47]=[CH:48][CH:49]=[CH:50][CH:51]=4)[CH2:14][C:13](=[O:21])[NH:12][CH:11]3[C:22]3[CH:27]=[CH:26][CH:25]=[C:24]([Cl:28])[CH:23]=3)[C:38]2=[CH:39][CH:40]=1. Given the reactants ClC1C=C2NC(=O)C3(C(CC(C)(C)C)[CH2:14][C:13](=[O:21])[NH:12][CH:11]3[C:22]3[CH:27]=[CH:26][CH:25]=[C:24]([Cl:28])[CH:23]=3)C2=CC=1.C(OC([N:35]1[C:43]2[C:38](=[CH:39][CH:40]=[C:41]([Cl:44])[CH:42]=2)/[C:37](=[CH:45]/[C:46]2[CH:51]=[CH:50][CH:49]=[CH:48][CH:47]=2)/[C:36]1=[O:52])=O)C.CO.[OH-].[Na+], predict the reaction product. (2) Given the reactants [N+:1]([C:4]1[CH:5]=[C:6]([CH:16]=[CH:17][C:18]=1[N+:19]([O-])=O)[CH2:7][N:8]1[CH2:13][CH2:12][N:11]([CH2:14][CH3:15])[CH2:10][CH2:9]1)([O-])=O, predict the reaction product. The product is: [CH2:14]([N:11]1[CH2:10][CH2:9][N:8]([CH2:7][C:6]2[CH:5]=[C:4]([NH2:1])[C:18]([NH2:19])=[CH:17][CH:16]=2)[CH2:13][CH2:12]1)[CH3:15]. (3) Given the reactants [C:1]([C:5]1[CH:23]=[CH:22][C:8]([C:9]([NH:11][C:12]2[N:13]=[C:14]3[CH:19]=[CH:18][C:17](Cl)=[N:16][N:15]3[CH:21]=2)=[O:10])=[CH:7][CH:6]=1)([CH3:4])([CH3:3])[CH3:2].[CH3:24][C:25]1[NH:26][CH:27]=[C:28]([CH3:30])[N:29]=1.C(=O)([O-])[O-].[K+].[K+], predict the reaction product. The product is: [C:1]([C:5]1[CH:23]=[CH:22][C:8]([C:9]([NH:11][C:12]2[N:13]=[C:14]3[CH:19]=[CH:18][C:17]([N:26]4[CH:27]=[C:28]([CH3:30])[N:29]=[C:25]4[CH3:24])=[N:16][N:15]3[CH:21]=2)=[O:10])=[CH:7][CH:6]=1)([CH3:4])([CH3:3])[CH3:2]. (4) Given the reactants [Cl:1][C:2]1[CH:32]=[CH:31][C:5]([CH2:6][N:7]2[C:11]3[CH:12]=[C:13]([N:17]4[CH2:22][CH2:21][NH:20][CH2:19][CH2:18]4)[C:14]([F:16])=[CH:15][C:10]=3[N:9]=[C:8]2[CH2:23][O:24][C:25]2[CH:30]=[CH:29][CH:28]=[CH:27][CH:26]=2)=[CH:4][CH:3]=1.[C:33](Cl)(=[O:36])[CH2:34][CH3:35], predict the reaction product. The product is: [Cl:1][C:2]1[CH:32]=[CH:31][C:5]([CH2:6][N:7]2[C:11]3[CH:12]=[C:13]([N:17]4[CH2:22][CH2:21][N:20]([C:33](=[O:36])[CH2:34][CH3:35])[CH2:19][CH2:18]4)[C:14]([F:16])=[CH:15][C:10]=3[N:9]=[C:8]2[CH2:23][O:24][C:25]2[CH:30]=[CH:29][CH:28]=[CH:27][CH:26]=2)=[CH:4][CH:3]=1.